Dataset: Forward reaction prediction with 1.9M reactions from USPTO patents (1976-2016). Task: Predict the product of the given reaction. (1) Given the reactants Cl[C:2]1[C:7]([NH2:8])=[C:6]([Cl:9])[N:5]=[C:4]([S:10][CH2:11][CH2:12][CH3:13])[N:3]=1.C(O)(=O)[C@@H]([C@H](C(O)=O)O)O.[NH2:24][C@H:25]1[C@@H:29]2[O:30][C:31]([CH3:34])([CH3:33])[O:32][C@@H:28]2[C@@H:27]([O:35][CH2:36][CH2:37][OH:38])[CH2:26]1.C(=O)(O)[O-].[Na+], predict the reaction product. The product is: [NH2:8][C:7]1[C:2]([NH:24][C@H:25]2[C@@H:29]3[O:30][C:31]([CH3:33])([CH3:34])[O:32][C@@H:28]3[C@@H:27]([O:35][CH2:36][CH2:37][OH:38])[CH2:26]2)=[N:3][C:4]([S:10][CH2:11][CH2:12][CH3:13])=[N:5][C:6]=1[Cl:9]. (2) Given the reactants Cl.Cl.[Cl:3][C:4]1[CH:9]=[CH:8][C:7]([C:10]2([CH2:16][CH2:17][N:18]3[CH:23]4[CH2:24][CH2:25][CH:19]3[CH2:20][CH:21]([N:26]3[C:30]5[CH:31]=[CH:32][CH:33]=[CH:34][C:29]=5[N:28]=[C:27]3[CH3:35])[CH2:22]4)[CH2:15][CH2:14][NH:13][CH2:12][CH2:11]2)=[CH:6][C:5]=1[F:36].C(N(CC)CC)C.[CH3:44][C:45]([CH3:50])([CH3:49])[C:46](Cl)=[O:47], predict the reaction product. The product is: [Cl:3][C:4]1[CH:9]=[CH:8][C:7]([C:10]2([CH2:16][CH2:17][N:18]3[C@H:23]4[CH2:24][CH2:25][C@@H:19]3[CH2:20][CH:21]([N:26]3[C:30]5[CH:31]=[CH:32][CH:33]=[CH:34][C:29]=5[N:28]=[C:27]3[CH3:35])[CH2:22]4)[CH2:15][CH2:14][N:13]([C:46](=[O:47])[C:45]([CH3:50])([CH3:49])[CH3:44])[CH2:12][CH2:11]2)=[CH:6][C:5]=1[F:36].